Task: Predict the reaction yield, written as a fraction of the theoretical maximum amount of product (1.0 means a 100% yield; for example, 0.34 means a 34% yield).. Dataset: Reaction yield outcomes from USPTO patents with 853,638 reactions (1) The reactants are Br[CH2:2][CH2:3][C:4]([OH:6])=[O:5].[OH-].[K+].[F:9][C:10]([F:15])([F:14])[CH2:11][CH2:12][SH:13].Cl. The catalyst is CO. The product is [F:9][C:10]([F:15])([F:14])[CH2:11][CH2:12][S:13][CH2:2][CH2:3][C:4]([OH:6])=[O:5]. The yield is 0.880. (2) The reactants are C(=O)([O-])[O-].[Na+].[Na+].CC1(C)C(C)(C)OB([C:15]2[CH:16]=[C:17]3[C:22](=[CH:23][CH:24]=2)[O:21][CH2:20][CH2:19][CH2:18]3)O1.Br[C:27]1[C:28]2[CH:45]=[CH:44][CH:43]=[CH:42][C:29]=2[S:30][C:31]=1[CH:32]([O:37][C:38]([CH3:41])([CH3:40])[CH3:39])[C:33]([O:35][CH3:36])=[O:34]. The catalyst is O.CN(C)C=O.C1(P(C2C=CC=CC=2)C2C=CC=CC=2)C=CC=CC=1.C1(P(C2C=CC=CC=2)C2C=CC=CC=2)C=CC=CC=1.C1(P(C2C=CC=CC=2)C2C=CC=CC=2)C=CC=CC=1.C1(P(C2C=CC=CC=2)C2C=CC=CC=2)C=CC=CC=1.[Pd]. The product is [C:38]([O:37][CH:32]([C:31]1[S:30][C:29]2[CH:42]=[CH:43][CH:44]=[CH:45][C:28]=2[C:27]=1[C:15]1[CH:24]=[CH:23][C:22]2[O:21][CH2:20][CH2:19][CH2:18][C:17]=2[CH:16]=1)[C:33]([O:35][CH3:36])=[O:34])([CH3:41])([CH3:39])[CH3:40]. The yield is 0.540. (3) The yield is 0.840. The product is [OH:19][C:17]([C:20]1[CH:32]=[CH:31][C:23]2[N:24]([CH2:28][O:29][CH3:30])[C:25](=[O:27])[S:26][C:22]=2[CH:21]=1)([C:11]1[N:7]([CH:2]2[CH2:3][CH2:4][CH2:5][CH2:6][O:1]2)[N:8]=[CH:9][CH:10]=1)[CH3:18]. The reactants are [O:1]1[CH2:6][CH2:5][CH2:4][CH2:3][CH:2]1[N:7]1[CH:11]=[CH:10][CH:9]=[N:8]1.C([Li])(C)(C)C.[C:17]([C:20]1[CH:32]=[CH:31][C:23]2[N:24]([CH2:28][O:29][CH3:30])[C:25](=[O:27])[S:26][C:22]=2[CH:21]=1)(=[O:19])[CH3:18].CCOC(C)=O. The catalyst is C1COCC1. (4) The yield is 1.00. The catalyst is C1COCC1.CO.O. The reactants are C([O:3][C:4]([C:6]1[N:7]([C:21]2[CH:26]=[CH:25][CH:24]=[C:23]([C:27]([O:29]C)=[O:28])[CH:22]=2)[C:8]2[C:13]([C:14]=1[CH2:15][C:16]([O:18]CC)=[O:17])=[CH:12][CH:11]=[CH:10][CH:9]=2)=[O:5])C.[OH-].[Na+]. The product is [C:16]([CH2:15][C:14]1[C:13]2[C:8](=[CH:9][CH:10]=[CH:11][CH:12]=2)[N:7]([C:21]2[CH:26]=[CH:25][CH:24]=[C:23]([C:27]([OH:29])=[O:28])[CH:22]=2)[C:6]=1[C:4]([OH:5])=[O:3])([OH:18])=[O:17]. (5) The reactants are [CH3:1][C:2]1[CH:7]=[CH:6][C:5]([S:8](Cl)(=[O:10])=[O:9])=[CH:4][CH:3]=1.[CH3:12][N:13]1[CH2:18][CH2:17][CH:16]([C:19]2[C:27]3[C:22](=[CH:23][CH:24]=[C:25]([OH:28])[CH:26]=3)[NH:21][CH:20]=2)[CH2:15][CH2:14]1.[OH-].[Na+]. No catalyst specified. The product is [CH3:12][N:13]1[CH2:18][CH2:17][CH:16]([C:19]2[C:27]3[C:22](=[CH:23][CH:24]=[C:25]([O:28][S:8]([C:5]4[CH:6]=[CH:7][C:2]([CH3:1])=[CH:3][CH:4]=4)(=[O:10])=[O:9])[CH:26]=3)[NH:21][CH:20]=2)[CH2:15][CH2:14]1. The yield is 0.790. (6) The reactants are [OH:1][C:2]1[CH:22]=[CH:21][C:5]2[C:6](=[O:20])/[C:7](=[CH:9]/[C:10]3[C:18]4[C:13](=[CH:14][CH:15]=[CH:16][CH:17]=4)[NH:12][C:11]=3[CH3:19])/[O:8][C:4]=2[CH:3]=1.[C:23]([O:27][C:28]([N:30]1[CH2:35][CH2:34][NH:33][CH2:32][CH2:31]1)=[O:29])([CH3:26])([CH3:25])[CH3:24].[CH2:36]=O. The catalyst is CO. The product is [OH:1][C:2]1[CH:22]=[CH:21][C:5]2[C:6](=[O:20])/[C:7](=[CH:9]/[C:10]3[C:18]4[C:13](=[CH:14][CH:15]=[CH:16][CH:17]=4)[NH:12][C:11]=3[CH3:19])/[O:8][C:4]=2[C:3]=1[CH2:36][N:33]1[CH2:34][CH2:35][N:30]([C:28]([O:27][C:23]([CH3:26])([CH3:24])[CH3:25])=[O:29])[CH2:31][CH2:32]1. The yield is 0.360. (7) The reactants are Cl[C:2]1[C:11]2[C:6](=[CH:7][C:8]([CH3:12])=[CH:9][CH:10]=2)[N:5]=[C:4]([C:13]2[CH:18]=[CH:17][CH:16]=[CH:15][C:14]=2[OH:19])[N:3]=1.CCN(CC)CC.[NH2:27][CH:28]1[CH2:33][CH2:32][NH:31][CH2:30][CH2:29]1. The catalyst is C(Cl)Cl. The product is [NH2:27][CH:28]1[CH2:33][CH2:32][N:31]([C:2]2[C:11]3[C:6](=[CH:7][C:8]([CH3:12])=[CH:9][CH:10]=3)[N:5]=[C:4]([C:13]3[CH:18]=[CH:17][CH:16]=[CH:15][C:14]=3[OH:19])[N:3]=2)[CH2:30][CH2:29]1. The yield is 0.890. (8) The reactants are [CH3:1][C:2]1[N:7]=[C:6]2[S:8][C:9]3[CH2:14][CH2:13][CH2:12][CH2:11][C:10]=3[C:5]2=[C:4]([C:15]2[CH:20]=[CH:19][C:18]([Cl:21])=[CH:17][CH:16]=2)[C:3]=1[CH2:22][C:23]([O:25][CH3:26])=[O:24].[Li+].C[Si]([N-][Si](C)(C)C)(C)C.[CH2:37]1[CH2:41]OC[CH2:38]1.ICCC. The catalyst is CN(C=O)C. The product is [CH3:1][C:2]1[N:7]=[C:6]2[S:8][C:9]3[CH2:14][CH2:13][CH2:12][CH2:11][C:10]=3[C:5]2=[C:4]([C:15]2[CH:16]=[CH:17][C:18]([Cl:21])=[CH:19][CH:20]=2)[C:3]=1[CH:22]([CH2:38][CH2:37][CH3:41])[C:23]([O:25][CH3:26])=[O:24]. The yield is 0.690. (9) The reactants are [CH2:1]([Mg]Cl)[CH:2]=[CH2:3].F[C:7](F)(F)[C:8]1[CH:14]=[CH:13][C:11]([NH2:12])=[CH:10][CH:9]=1. The catalyst is C1COCC1. The product is [CH2:1]([C:7]([C:8]1[CH:14]=[CH:13][C:11]([NH2:12])=[CH:10][CH:9]=1)([CH2:13][CH:11]=[CH2:10])[CH2:9][CH:8]=[CH2:7])[CH:2]=[CH2:3]. The yield is 0.870. (10) The reactants are [N:1]([CH2:4][CH2:5][NH:6][C:7](=[O:21])[CH2:8][CH2:9][CH2:10][CH2:11][CH2:12][CH2:13][CH2:14][CH2:15][CH2:16][CH2:17]CCC)=[N+:2]=[N-:3].[CH2:22](C1C=CC(C(Cl)=O)=CC=1)[CH2:23]CCCC.N(CCN)=[N+]=[N-].C(N(CC)CC)C. The catalyst is ClCCl. The product is [N:1]([CH2:4][CH2:5][NH:6][C:7](=[O:21])[C:8]1[CH:9]=[CH:10][C:11]([CH2:12][CH2:13][CH2:14][CH2:15][CH2:16][CH3:17])=[CH:23][CH:22]=1)=[N+:2]=[N-:3]. The yield is 0.840.